From a dataset of NCI-60 drug combinations with 297,098 pairs across 59 cell lines. Regression. Given two drug SMILES strings and cell line genomic features, predict the synergy score measuring deviation from expected non-interaction effect. (1) Drug 1: CCN(CC)CCNC(=O)C1=C(NC(=C1C)C=C2C3=C(C=CC(=C3)F)NC2=O)C. Drug 2: CN1C2=C(C=C(C=C2)N(CCCl)CCCl)N=C1CCCC(=O)O.Cl. Cell line: M14. Synergy scores: CSS=27.1, Synergy_ZIP=-4.07, Synergy_Bliss=-0.292, Synergy_Loewe=-31.9, Synergy_HSA=0.471. (2) Drug 1: CC1=C(C=C(C=C1)NC(=O)C2=CC=C(C=C2)CN3CCN(CC3)C)NC4=NC=CC(=N4)C5=CN=CC=C5. Drug 2: CC(C)(C#N)C1=CC(=CC(=C1)CN2C=NC=N2)C(C)(C)C#N. Cell line: ACHN. Synergy scores: CSS=-5.90, Synergy_ZIP=2.72, Synergy_Bliss=2.50, Synergy_Loewe=-17.7, Synergy_HSA=-5.11.